Dataset: NCI-60 drug combinations with 297,098 pairs across 59 cell lines. Task: Regression. Given two drug SMILES strings and cell line genomic features, predict the synergy score measuring deviation from expected non-interaction effect. Drug 1: CC1CCCC2(C(O2)CC(NC(=O)CC(C(C(=O)C(C1O)C)(C)C)O)C(=CC3=CSC(=N3)C)C)C. Drug 2: B(C(CC(C)C)NC(=O)C(CC1=CC=CC=C1)NC(=O)C2=NC=CN=C2)(O)O. Cell line: 786-0. Synergy scores: CSS=80.7, Synergy_ZIP=2.28, Synergy_Bliss=1.69, Synergy_Loewe=0.255, Synergy_HSA=1.48.